Dataset: Experimentally validated miRNA-target interactions with 360,000+ pairs, plus equal number of negative samples. Task: Binary Classification. Given a miRNA mature sequence and a target amino acid sequence, predict their likelihood of interaction. The miRNA is hsa-miR-1284 with sequence UCUAUACAGACCCUGGCUUUUC. The protein sequence of the target gene is MKKQFNRMKQLANQTVGRAEKTEVLSEDLLQIERRLDTVRSICHHSHKRLVACFQGQHGTDAERRHKKLPLTALAQNMQEASTQLEDSLLGKMLETCGDAENQLALELSQHEVFVEKEIVDPLYGIAEVEIPNIQKQRKQLARLVLDWDSVRARWNQAHKSSGTNFQGLPSKIDTLKEEMDEAGNKVEQCKDQLAADMYNFMAKEGEYGKFFVTLLEAQADYHRKALAVLEKTLPEMRAHQDKWAEKPAFGTPLEEHLKRSGREIALPIEACVMLLLETGMKEEGLFRIGAGASKLKKLK.... Result: 0 (no interaction).